This data is from Reaction yield outcomes from USPTO patents with 853,638 reactions. The task is: Predict the reaction yield, written as a fraction of the theoretical maximum amount of product (1.0 means a 100% yield; for example, 0.34 means a 34% yield). (1) The yield is 0.780. No catalyst specified. The reactants are [N+:1]([O-:4])(O)=[O:2].OS(O)(=O)=O.[Cl:10][C:11]1[CH:12]=[C:13]([C:17](=[O:19])[CH3:18])[CH:14]=[CH:15][CH:16]=1. The product is [Cl:10][C:11]1[CH:16]=[CH:15][C:14]([N+:1]([O-:4])=[O:2])=[C:13]([C:17](=[O:19])[CH3:18])[CH:12]=1. (2) The reactants are [Cl:1][C:2]1[CH:7]=[C:6]([Cl:8])[N:5]=[CH:4][N:3]=1.[N+:9]([C:12]1[CH:18]=[CH:17][C:15]([NH2:16])=[CH:14][CH:13]=1)([O-:11])=[O:10].Cl. The catalyst is CC(O)C. The product is [ClH:1].[Cl:8][C:6]1[N:5]=[CH:4][N:3]=[C:2]([NH:16][C:15]2[CH:17]=[CH:18][C:12]([N+:9]([O-:11])=[O:10])=[CH:13][CH:14]=2)[CH:7]=1. The yield is 0.490. (3) The yield is 0.760. The catalyst is C(Cl)Cl. The product is [Cl:19][C:20]1[CH:21]=[C:22]([C@@H:30]([CH2:34][C@H:35]2[CH2:39][CH2:38][C:37](=[O:40])[CH2:36]2)[C:31]([NH:10][C:7]2[CH:8]=[CH:9][N:5]([CH2:4][CH2:3][O:2][CH3:1])[N:6]=2)=[O:32])[CH:23]=[CH:24][C:25]=1[S:26]([CH3:29])(=[O:28])=[O:27]. The reactants are [CH3:1][O:2][CH2:3][CH2:4][N:5]1[CH:9]=[CH:8][C:7]([NH2:10])=[N:6]1.N1C(C)=CC=CC=1C.[Cl:19][C:20]1[CH:21]=[C:22]([C@@H:30]([CH2:34][C@H:35]2[CH2:39][CH2:38][C:37](=[O:40])[CH2:36]2)[C:31](Cl)=[O:32])[CH:23]=[CH:24][C:25]=1[S:26]([CH3:29])(=[O:28])=[O:27]. (4) The reactants are [CH2:1]([CH:3]([N:6]1[CH2:11][CH2:10][NH:9][CH2:8][CH2:7]1)[CH2:4][CH3:5])[CH3:2].[Cl:12][C:13]([O:15][C:16]1[C:25]2[C:20](=[CH:21][CH:22]=[CH:23][CH:24]=2)[CH:19]=[CH:18][CH:17]=1)=[O:14]. The catalyst is C(Cl)Cl. The product is [ClH:12].[C:16]1([O:15][C:13]([N:9]2[CH2:10][CH2:11][N:6]([CH:3]([CH2:4][CH3:5])[CH2:1][CH3:2])[CH2:7][CH2:8]2)=[O:14])[C:25]2[C:20](=[CH:21][CH:22]=[CH:23][CH:24]=2)[CH:19]=[CH:18][CH:17]=1. The yield is 0.850. (5) The reactants are Br[C:2]1[CH:10]=[C:9]2[C:5]([CH:6]=[CH:7][NH:8]2)=[CH:4][CH:3]=1.[C:11]1(B(O)O)[CH:16]=[CH:15][CH:14]=[CH:13][CH:12]=1.C([O-])(O)=O.[Na+]. The catalyst is C1(C)C=CC=CC=1.CCO.[Cl-].[Na+].O. The product is [C:11]1([C:2]2[CH:10]=[C:9]3[C:5]([CH:6]=[CH:7][NH:8]3)=[CH:4][CH:3]=2)[CH:16]=[CH:15][CH:14]=[CH:13][CH:12]=1. The yield is 0.450. (6) The reactants are [CH:1]([O:4][C:5]([N:7]1[CH2:12][CH2:11][CH:10]([O:13][C:14]2[C:19]([O:20][CH3:21])=[C:18]([NH:22][C:23]3[C:24]([CH3:30])=[N:25][C:26]([Br:29])=[CH:27][CH:28]=3)[N:17]=[CH:16][N:15]=2)[CH2:9][CH2:8]1)=[O:6])([CH3:3])[CH3:2].[CH3:31][C:32]([O:35][C:36](O[C:36]([O:35][C:32]([CH3:34])([CH3:33])[CH3:31])=[O:37])=[O:37])([CH3:34])[CH3:33]. The catalyst is C1COCC1.CN(C)C1C=CN=CC=1. The product is [CH:1]([O:4][C:5]([N:7]1[CH2:8][CH2:9][CH:10]([O:13][C:14]2[C:19]([O:20][CH3:21])=[C:18]([N:22]([C:23]3[C:24]([CH3:30])=[N:25][C:26]([Br:29])=[CH:27][CH:28]=3)[C:36]([O:35][C:32]([CH3:34])([CH3:33])[CH3:31])=[O:37])[N:17]=[CH:16][N:15]=2)[CH2:11][CH2:12]1)=[O:6])([CH3:3])[CH3:2]. The yield is 0.920.